Dataset: Catalyst prediction with 721,799 reactions and 888 catalyst types from USPTO. Task: Predict which catalyst facilitates the given reaction. Reactant: [CH:1]1([CH2:7][O:8][C:9]2[CH:10]=[C:11]([CH:15]=[CH:16][CH:17]=2)[C:12]([OH:14])=O)[CH2:6][CH2:5][CH2:4][CH2:3][CH2:2]1.S(Cl)(Cl)=O.[NH2:22][C:23]1[CH:28]=[CH:27][CH:26]=[CH:25][C:24]=1[S:29]([NH2:32])(=[O:31])=[O:30]. Product: [CH:1]1([CH2:7][O:8][C:9]2[CH:10]=[C:11]([CH:15]=[CH:16][CH:17]=2)[C:12]([NH:22][C:23]2[CH:28]=[CH:27][CH:26]=[CH:25][C:24]=2[S:29](=[O:31])(=[O:30])[NH2:32])=[O:14])[CH2:2][CH2:3][CH2:4][CH2:5][CH2:6]1. The catalyst class is: 48.